From a dataset of Forward reaction prediction with 1.9M reactions from USPTO patents (1976-2016). Predict the product of the given reaction. (1) Given the reactants [CH3:1][SiH:2]([CH3:6])[O:3][CH2:4][CH3:5].[Br:7][CH2:8][CH2:9][CH:10]=[CH2:11], predict the reaction product. The product is: [Br:7][CH2:8][CH2:9][CH2:10][CH2:11][Si:2]([CH3:6])([CH3:1])[O:3][CH2:4][CH3:5]. (2) Given the reactants [CH3:1][C:2]1([CH3:56])[CH2:7][O:6][C:5]([CH2:15][S:16][C@@H:17]([C:42](=[O:55])N2[C@@H](C3C=CC=CC=3)COC2=O)[C@H:18]([C:27]2[CH:41]=[CH:40][C:30]([O:31][CH2:32][C:33]([O:35][C:36]([CH3:39])([CH3:38])[CH3:37])=[O:34])=[CH:29][CH:28]=2)[NH:19][C:20]2[CH:25]=[CH:24][C:23]([F:26])=[CH:22][CH:21]=2)([C:8]2[CH:13]=[CH:12][C:11]([CH3:14])=[CH:10][CH:9]=2)[O:4][CH2:3]1.C/C(/O[Si](C)(C)C)=N\[Si](C)(C)C.[F-].C([N+](CCCC)(CCCC)CCCC)CCC, predict the reaction product. The product is: [CH3:56][C:2]1([CH3:1])[CH2:7][O:6][C:5]([CH2:15][S:16][C@H:17]2[C:42](=[O:55])[N:19]([C:20]3[CH:21]=[CH:22][C:23]([F:26])=[CH:24][CH:25]=3)[C@@H:18]2[C:27]2[CH:41]=[CH:40][C:30]([O:31][CH2:32][C:33]([O:35][C:36]([CH3:38])([CH3:37])[CH3:39])=[O:34])=[CH:29][CH:28]=2)([C:8]2[CH:13]=[CH:12][C:11]([CH3:14])=[CH:10][CH:9]=2)[O:4][CH2:3]1. (3) Given the reactants [F:1][C:2]1[CH:3]=[C:4]([C:11]([O:13][CH3:14])=[O:12])[C:5]2[CH:6]=[N:7][NH:8][C:9]=2[CH:10]=1.[H-].[Na+].I[CH:18]([CH3:20])[CH3:19], predict the reaction product. The product is: [F:1][C:2]1[CH:3]=[C:4]([C:11]([O:13][CH3:14])=[O:12])[C:5]2[CH:6]=[N:7][N:8]([CH:18]([CH3:20])[CH3:19])[C:9]=2[CH:10]=1.